Dataset: Full USPTO retrosynthesis dataset with 1.9M reactions from patents (1976-2016). Task: Predict the reactants needed to synthesize the given product. (1) Given the product [Cl:23][C:8]([C:9]([F:12])([F:11])[F:10])=[C:3]([C:1]#[N:2])[C:4]([O:6][CH3:7])=[O:5], predict the reactants needed to synthesize it. The reactants are: [C:1]([C:3](=[C:8](C(OC(F)(F)F)=O)[C:9]([F:12])([F:11])[F:10])[C:4]([O:6][CH3:7])=[O:5])#[N:2].C(Cl)(=O)C([Cl:23])=O. (2) Given the product [CH3:5][C:3]1[C:2]2[CH:1]=[CH:2][C:3]([OH:14])=[CH:5][C:1]=2[O:13][C:9](=[O:11])[CH:8]=1, predict the reactants needed to synthesize it. The reactants are: [C:1]([OH:13])(=O)[CH2:2][C:3]([CH2:8][C:9]([OH:11])=O)([C:5](O)=O)O.[OH2:14]. (3) Given the product [C:1]([O:5][C:6](=[O:7])[NH:8][C@:9]1([C:14]([NH:23][S:22]([O:21][C:18]2([CH3:17])[CH2:20][CH2:19]2)(=[O:25])=[O:24])=[O:16])[CH2:11][C@H:10]1[CH2:12][CH3:13])([CH3:2])([CH3:3])[CH3:4], predict the reactants needed to synthesize it. The reactants are: [C:1]([O:5][C:6]([NH:8][C@:9]1([C:14]([OH:16])=O)[CH2:11][C@H:10]1[CH2:12][CH3:13])=[O:7])([CH3:4])([CH3:3])[CH3:2].[CH3:17][C:18]1([O:21][S:22](=[O:25])(=[O:24])[NH2:23])[CH2:20][CH2:19]1.CN(C(ON1N=NC2C=CC=NC1=2)=[N+](C)C)C.F[P-](F)(F)(F)(F)F.CCN(C(C)C)C(C)C. (4) Given the product [CH2:1]([N:8]1[C:16]([C:17]2[CH:22]=[CH:21][C:20]([O:23][CH2:28][C:29]3[CH:34]=[CH:33][CH:32]=[CH:31][CH:30]=3)=[CH:19][CH:18]=2)=[C:15]2[C:10]([C:11]([C:24]([F:27])([F:25])[F:26])=[CH:12][CH:13]=[CH:14]2)=[N:9]1)[C:2]1[CH:7]=[CH:6][CH:5]=[CH:4][CH:3]=1, predict the reactants needed to synthesize it. The reactants are: [CH2:1]([N:8]1[C:16]([C:17]2[CH:22]=[CH:21][C:20]([OH:23])=[CH:19][CH:18]=2)=[C:15]2[C:10]([C:11]([C:24]([F:27])([F:26])[F:25])=[CH:12][CH:13]=[CH:14]2)=[N:9]1)[C:2]1[CH:7]=[CH:6][CH:5]=[CH:4][CH:3]=1.[CH2:28](Br)[C:29]1[CH:34]=[CH:33][CH:32]=[CH:31][CH:30]=1.C(=O)([O-])[O-].[K+].[K+].